This data is from Catalyst prediction with 721,799 reactions and 888 catalyst types from USPTO. The task is: Predict which catalyst facilitates the given reaction. (1) Reactant: [CH3:1][C:2]1([CH3:22])[O:6][C@H:5]2[C@H:7]([N:12]3[C:16]4[N:17]=[CH:18][N:19]=[C:20]([CH3:21])[C:15]=4[CH:14]=[CH:13]3)[O:8][C@@H:9]([CH:10]=[O:11])[C@H:4]2[O:3]1.[BH4-].[Na+]. Product: [CH3:1][C:2]1([CH3:22])[O:6][C@H:5]2[C@H:7]([N:12]3[C:16]4[N:17]=[CH:18][N:19]=[C:20]([CH3:21])[C:15]=4[CH:14]=[CH:13]3)[O:8][C@@H:9]([CH2:10][OH:11])[C@H:4]2[O:3]1. The catalyst class is: 5. (2) Reactant: [O:1]1[CH2:5][CH2:4][CH2:3][SiH2:2]1.[C:6]1([Mg]Br)[CH:11]=[CH:10][CH:9]=[CH:8][CH:7]=1.[CH2:14]1[CH2:18]O[CH2:16][CH2:15]1. Product: [OH:1][CH2:5][C:4]1[CH:18]=[CH:14][CH:15]=[CH:16][C:3]=1[Si:2]([CH:9]([CH3:10])[CH3:8])([CH:6]([CH3:11])[CH3:7])[C:6]1[CH:11]=[CH:10][CH:9]=[CH:8][CH:7]=1. The catalyst class is: 27. (3) Reactant: [OH-].[K+].[CH3:3][C@H:4]1[CH2:9][N:8]([CH2:10][C:11]2[CH:16]=[CH:15][C:14]([N+:17]([O-])=O)=[CH:13][CH:12]=2)[CH2:7][CH2:6][N:5]1[C:20]([O:22][C:23]([CH3:26])([CH3:25])[CH3:24])=[O:21]. Product: [NH2:17][C:14]1[CH:15]=[CH:16][C:11]([CH2:10][N:8]2[CH2:7][CH2:6][N:5]([C:20]([O:22][C:23]([CH3:26])([CH3:25])[CH3:24])=[O:21])[C@@H:4]([CH3:3])[CH2:9]2)=[CH:12][CH:13]=1. The catalyst class is: 72. (4) Reactant: [Cl:1][CH2:2][CH:3]1[C:11]2[C:10]3[CH:12]=[CH:13][C:14]([S:16]([Cl:19])(=[O:18])=[O:17])=[CH:15][C:9]=3[CH:8]=[CH:7][C:6]=2[N:5]([C:20](=[O:25])[C:21]([F:24])([F:23])[F:22])[CH2:4]1.[N+:26]([O-])([O-:28])=[O:27].[K+]. Product: [Cl:1][CH2:2][CH:3]1[C:11]2[C:10]3[CH:12]=[CH:13][C:14]([S:16]([Cl:19])(=[O:18])=[O:17])=[CH:15][C:9]=3[C:8]([N+:26]([O-:28])=[O:27])=[CH:7][C:6]=2[N:5]([C:20](=[O:25])[C:21]([F:24])([F:23])[F:22])[CH2:4]1. The catalyst class is: 82. (5) Reactant: [Br:1][C:2]1[CH:3]=[CH:4][C:5]([NH:8][C:9]2[CH:14]=[CH:13][C:12]([O:15][CH3:16])=[CH:11][C:10]=2[NH:17][C:18](=O)[C:19]([F:22])([F:21])[F:20])=[N:6][CH:7]=1.O(C(C(F)(F)F)=O)C(C(F)(F)F)=O. Product: [Br:1][C:2]1[CH:3]=[CH:4][C:5]([N:8]2[C:9]3[CH:14]=[CH:13][C:12]([O:15][CH3:16])=[CH:11][C:10]=3[N:17]=[C:18]2[C:19]([F:22])([F:21])[F:20])=[N:6][CH:7]=1. The catalyst class is: 11. (6) Reactant: [F:1][C:2]1[CH:7]=[CH:6][C:5]([C@@H:8]2[CH2:12][N:11]([S:13]([C:16]3[N:17]=[CH:18][N:19]([CH3:21])[CH:20]=3)(=[O:15])=[O:14])[CH2:10][C@H:9]2[CH2:22][OH:23])=[CH:4][CH:3]=1.[C:24]1(O)[CH:29]=[CH:28][CH:27]=[CH:26][CH:25]=1.C1(P(C2C=CC=CC=2)C2C=CC=CC=2)C=CC=CC=1. Product: [F:1][C:2]1[CH:7]=[CH:6][C:5]([C@H:8]2[C@H:9]([CH2:22][O:23][C:24]3[CH:29]=[CH:28][CH:27]=[CH:26][CH:25]=3)[CH2:10][N:11]([S:13]([C:16]3[N:17]=[CH:18][N:19]([CH3:21])[CH:20]=3)(=[O:14])=[O:15])[CH2:12]2)=[CH:4][CH:3]=1. The catalyst class is: 7.